This data is from Forward reaction prediction with 1.9M reactions from USPTO patents (1976-2016). The task is: Predict the product of the given reaction. (1) Given the reactants [NH2:1][C:2]1[N:7]([C:8]2[CH:13]=[CH:12][CH:11]=[C:10]([CH2:14][CH3:15])[CH:9]=2)[C:6](=[S:16])[NH:5][C:4](=[O:17])[CH:3]=1.[N:18]([O-])=[O:19].[Na+], predict the reaction product. The product is: [NH2:1][C:2]1[N:7]([C:8]2[CH:13]=[CH:12][CH:11]=[C:10]([CH2:14][CH3:15])[CH:9]=2)[C:6](=[S:16])[NH:5][C:4](=[O:17])[C:3]=1[N:18]=[O:19]. (2) Given the reactants [ClH:1].[CH2:2]([C:4]1[S:27][C:7]2[N:8]=[CH:9][N:10]=[C:11]([N:12]3[CH2:17][CH2:16][CH:15]([CH2:18][NH:19]C(=O)OC(C)(C)C)[CH2:14][CH2:13]3)[C:6]=2[CH:5]=1)[CH3:3], predict the reaction product. The product is: [ClH:1].[CH2:2]([C:4]1[S:27][C:7]2[N:8]=[CH:9][N:10]=[C:11]([N:12]3[CH2:13][CH2:14][CH:15]([CH2:18][NH2:19])[CH2:16][CH2:17]3)[C:6]=2[CH:5]=1)[CH3:3]. (3) Given the reactants [Cl:1][C:2]1[C:3]2[C:10]([CH:11]=[O:12])=[CH:9][NH:8][C:4]=2[N:5]=[CH:6][N:7]=1.[BH4-].[Na+], predict the reaction product. The product is: [Cl:1][C:2]1[C:3]2[C:10]([CH2:11][OH:12])=[CH:9][NH:8][C:4]=2[N:5]=[CH:6][N:7]=1.